This data is from Forward reaction prediction with 1.9M reactions from USPTO patents (1976-2016). The task is: Predict the product of the given reaction. (1) Given the reactants [Br:1][C:2]([Br:14])=[CH:3][C:4]1[CH:9]=[CH:8][CH:7]=[C:6]([CH3:10])[C:5]=1[N+:11]([O-])=O, predict the reaction product. The product is: [Br:1][C:2]([Br:14])=[CH:3][C:4]1[CH:9]=[CH:8][CH:7]=[C:6]([CH3:10])[C:5]=1[NH2:11]. (2) Given the reactants [C:1]1([CH:7]([C:29]2[CH:34]=[CH:33][CH:32]=[CH:31][CH:30]=2)[N:8]2[CH2:13][CH2:12][CH:11]([CH2:14][CH2:15][CH2:16][CH2:17][NH:18][C:19](=[O:28])[CH:20]=[CH:21][C:22]3[CH:23]=[N:24][CH:25]=[CH:26][CH:27]=3)[CH2:10][CH2:9]2)[CH:6]=[CH:5][CH:4]=[CH:3][CH:2]=1.[H-].[Na+].[CH2:37](I)[CH3:38].[I+].C([N+](CCCC)(CCCC)CCCC)CCC, predict the reaction product. The product is: [C:1]1([CH:7]([C:29]2[CH:30]=[CH:31][CH:32]=[CH:33][CH:34]=2)[N:8]2[CH2:13][CH2:12][CH:11]([CH2:14][CH2:15][CH2:16][CH2:17][N:18]([CH2:37][CH3:38])[C:19](=[O:28])[CH:20]=[CH:21][C:22]3[CH:23]=[N:24][CH:25]=[CH:26][CH:27]=3)[CH2:10][CH2:9]2)[CH:2]=[CH:3][CH:4]=[CH:5][CH:6]=1. (3) Given the reactants [CH3:1][C:2]1([CH3:24])[CH2:11][CH2:10][C:9]([CH3:13])([CH3:12])[C:8]2[CH:7]=[C:6]([NH:14][C:15](=O)[CH2:16][C:17]3[CH:22]=[CH:21][CH:20]=[CH:19][CH:18]=3)[CH:5]=[CH:4][C:3]1=2.[H-].[Al+3].[Li+].[H-].[H-].[H-], predict the reaction product. The product is: [CH2:15]([NH:14][C:6]1[CH:5]=[CH:4][C:3]2[C:2]([CH3:24])([CH3:1])[CH2:11][CH2:10][C:9]([CH3:13])([CH3:12])[C:8]=2[CH:7]=1)[CH2:16][C:17]1[CH:18]=[CH:19][CH:20]=[CH:21][CH:22]=1. (4) Given the reactants C(OC([N:8]1[CH2:13][CH:12]=[C:11]([C:14]2[CH:22]=[C:21]3[C:17]([C:18]([S:30][CH3:31])=[N:19][N:20]3[C:23]3[CH:24]=[C:25]([CH3:29])[CH:26]=[CH:27][CH:28]=3)=[CH:16][CH:15]=2)[CH2:10][CH2:9]1)=O)(C)(C)C, predict the reaction product. The product is: [CH3:31][S:30][C:18]1[C:17]2[C:21](=[CH:22][C:14]([C:11]3[CH2:12][CH2:13][NH:8][CH2:9][CH:10]=3)=[CH:15][CH:16]=2)[N:20]([C:23]2[CH:24]=[C:25]([CH3:29])[CH:26]=[CH:27][CH:28]=2)[N:19]=1. (5) Given the reactants Cl[C:2]1[CH:3]=[C:4]2[CH2:25][C:9]3([CH2:24][C:11]4([CH2:16][CH2:15][N:14]([C:17]([O:19][C:20]([CH3:23])([CH3:22])[CH3:21])=[O:18])[CH2:13][CH2:12]4)[CH2:10]3)[O:8][C:5]2=[CH:6][N:7]=1.[CH3:26][S:27]([C:30]1[N:35]=[CH:34][C:33](B2OC(C)(C)C(C)(C)O2)=[CH:32][CH:31]=1)(=[O:29])=[O:28], predict the reaction product. The product is: [CH3:26][S:27]([C:30]1[N:35]=[CH:34][C:33]([C:2]2[CH:3]=[C:4]3[CH2:25][C:9]4([CH2:24][C:11]5([CH2:16][CH2:15][N:14]([C:17]([O:19][C:20]([CH3:22])([CH3:21])[CH3:23])=[O:18])[CH2:13][CH2:12]5)[CH2:10]4)[O:8][C:5]3=[CH:6][N:7]=2)=[CH:32][CH:31]=1)(=[O:29])=[O:28]. (6) The product is: [ClH:27].[F:21][C:18]([F:19])([F:20])[C:13]1[C:12]([C:22]([O:24][CH2:25][CH3:26])=[O:23])=[CH:11][C:10]2[CH2:9][NH:8][CH2:17][CH2:16][C:15]=2[N:14]=1. Given the reactants C([N:8]1[CH2:17][CH2:16][C:15]2[N:14]=[C:13]([C:18]([F:21])([F:20])[F:19])[C:12]([C:22]([O:24][CH2:25][CH3:26])=[O:23])=[CH:11][C:10]=2[CH2:9]1)C1C=CC=CC=1.[Cl:27]C(OC(Cl)C)=O, predict the reaction product. (7) Given the reactants Br[C:2]1[C:11]2[C:6](=[CH:7][CH:8]=[CH:9][CH:10]=2)[CH:5]=[CH:4][N:3]=1.[CH3:12][O:13][C:14](=[O:44])[CH2:15][C@H:16]1[C:20]2[CH:21]=[CH:22][C:23]([O:25][C@H:26]3[C:34]4[C:29](=[C:30](B5OC(C)(C)C(C)(C)O5)[CH:31]=[CH:32][CH:33]=4)[CH2:28][CH2:27]3)=[CH:24][C:19]=2[O:18][CH2:17]1, predict the reaction product. The product is: [CH3:12][O:13][C:14](=[O:44])[CH2:15][C@H:16]1[C:20]2[CH:21]=[CH:22][C:23]([O:25][C@H:26]3[C:34]4[C:29](=[C:30]([C:2]5[C:11]6[C:6](=[CH:7][CH:8]=[CH:9][CH:10]=6)[CH:5]=[CH:4][N:3]=5)[CH:31]=[CH:32][CH:33]=4)[CH2:28][CH2:27]3)=[CH:24][C:19]=2[O:18][CH2:17]1. (8) Given the reactants [CH2:1]([O:3][C:4]1[CH:26]=[CH:25][C:24]([C:27]2[CH:28]=[N:29][C:30]([CH3:33])=[CH:31][CH:32]=2)=[CH:23][C:5]=1[CH2:6][NH:7][CH:8]1[CH2:13][CH2:12][CH:11]([N:14]([CH3:22])[C:15](=[O:21])[O:16][C:17]([CH3:20])([CH3:19])[CH3:18])[CH2:10][CH2:9]1)[CH3:2].[Cl:34][C:35]1[C:36]2[CH:46]=[CH:45][CH:44]=[CH:43][C:37]=2[S:38][C:39]=1[C:40](Cl)=[O:41], predict the reaction product. The product is: [Cl:34][C:35]1[C:36]2[CH:46]=[CH:45][CH:44]=[CH:43][C:37]=2[S:38][C:39]=1[C:40]([N:7]([CH2:6][C:5]1[CH:23]=[C:24]([C:27]2[CH:28]=[N:29][C:30]([CH3:33])=[CH:31][CH:32]=2)[CH:25]=[CH:26][C:4]=1[O:3][CH2:1][CH3:2])[CH:8]1[CH2:13][CH2:12][CH:11]([N:14]([CH3:22])[C:15](=[O:21])[O:16][C:17]([CH3:19])([CH3:20])[CH3:18])[CH2:10][CH2:9]1)=[O:41]. (9) Given the reactants [NH2:1][C:2]1[CH:7]=[C:6]([C:8]2[C:9]([C:20]3[CH:25]=[CH:24][C:23]([F:26])=[C:22]([F:27])[CH:21]=3)=[N:10][N:11]([C:13]3[CH:18]=[CH:17][C:16](=[O:19])[NH:15][N:14]=3)[CH:12]=2)[CH:5]=[CH:4][N:3]=1.NC1C=C(C2C(C3C=CC=CC=3)=NN(C3C=CC(=O)NN=3)C=2)C=CN=1, predict the reaction product. The product is: [NH2:1][C:2]1[CH:7]=[C:6]([C:8]2[C:9]([C:20]3[CH:25]=[CH:24][C:23]([F:26])=[C:22]([F:27])[CH:21]=3)=[N:10][N:11]([C:13]3[CH2:18][CH2:17][C:16](=[O:19])[NH:15][N:14]=3)[CH:12]=2)[CH:5]=[CH:4][N:3]=1.